From a dataset of Retrosynthesis with 50K atom-mapped reactions and 10 reaction types from USPTO. Predict the reactants needed to synthesize the given product. (1) Given the product CCC(CC)N1C(=O)[C@@](C)(CSC)C[C@H](c2cccc(Cl)c2)[C@H]1c1ccc(Cl)cc1, predict the reactants needed to synthesize it. The reactants are: CCC(Br)CC.CSC[C@@]1(C)C[C@H](c2cccc(Cl)c2)[C@@H](c2ccc(Cl)cc2)NC1=O. (2) Given the product COC[N+]1(C)CCCC1, predict the reactants needed to synthesize it. The reactants are: CN1CCCC1.COCBr. (3) Given the product CN(CCCCCCC1=C(c2ccc(F)cc2)CCCc2c1ccc(O)c2F)CCCCS(=O)CCCC(F)(F)C(F)(F)F, predict the reactants needed to synthesize it. The reactants are: CNCCCCS(=O)CCCC(F)(F)C(F)(F)F.Oc1ccc2c(c1F)CCCC(c1ccc(F)cc1)=C2CCCCCCBr. (4) Given the product Cn1c(CCc2ccc(C(=N)N)cc2)nc2cc(C(=O)N(CCC(=O)O)c3ccccn3)ccc21, predict the reactants needed to synthesize it. The reactants are: CCOC(=O)CCN(C(=O)c1ccc2c(c1)nc(CCc1ccc(C(=N)N)cc1)n2C)c1ccccn1. (5) Given the product COc1ccc(Cl)cc1C(=O)NCCc1ccc(Br)cc1, predict the reactants needed to synthesize it. The reactants are: COc1ccc(Cl)cc1C(=O)O.NCCc1ccc(Br)cc1. (6) The reactants are: CC(C)(C)OC(=O)c1cccc(CN2CN(c3ccccc3)C3(CCN(CCCC(=O)c4ccccc4)CC3)C2=O)c1. Given the product CC(C)(C)OC(=O)c1cccc(CN2CN(c3ccccc3)C3(CCN(CCCC(O)c4ccccc4)CC3)C2=O)c1, predict the reactants needed to synthesize it. (7) Given the product C=CCOc1nc(-c2ccc(N)cn2)nc(C)c1Cl, predict the reactants needed to synthesize it. The reactants are: C=CCBr.Cc1nc(-c2ccc(N)cn2)nc(O)c1Cl. (8) Given the product COCOc1ccc(Cc2c(C)cc(C(=O)O)cc2C)cc1C(C)C, predict the reactants needed to synthesize it. The reactants are: COCOc1ccc(Cc2c(C)cc(C(=O)OC)cc2C)cc1C(C)C. (9) Given the product C=CCC(C)(C)CCOC(=O)c1ccc([N+](=O)[O-])cc1, predict the reactants needed to synthesize it. The reactants are: C=CCC(C)(C)CCO.O=C(Cl)c1ccc([N+](=O)[O-])cc1. (10) Given the product C=CCO[C@]1(c2ccc(F)c(F)c2)CCN(C(=O)OC(C)(C)C)C[C@@H]1C(=O)N(Cc1cc(CCOC)ccc1Cl)C1CC1, predict the reactants needed to synthesize it. The reactants are: C=CCBr.COCCc1ccc(Cl)c(CN(C(=O)[C@H]2CN(C(=O)OC(C)(C)C)CC[C@]2(O)c2ccc(F)c(F)c2)C2CC2)c1.